Dataset: Full USPTO retrosynthesis dataset with 1.9M reactions from patents (1976-2016). Task: Predict the reactants needed to synthesize the given product. Given the product [OH:19][C:20]1[CH:21]=[CH:22][C:23]([C:26]2[CH:31]=[CH:30][C:29]([O:15][C:14](=[O:16])[C:13]3[CH:12]=[CH:11][C:10]([O:9][CH2:1][CH2:2][CH2:3][CH2:4][CH2:5][CH2:6][CH2:7][CH3:8])=[CH:18][CH:17]=3)=[CH:28][CH:27]=2)=[CH:24][CH:25]=1, predict the reactants needed to synthesize it. The reactants are: [CH2:1]([O:9][C:10]1[CH:18]=[CH:17][C:13]([C:14]([OH:16])=[O:15])=[CH:12][CH:11]=1)[CH2:2][CH2:3][CH2:4][CH2:5][CH2:6][CH2:7][CH3:8].[OH:19][C:20]1[CH:25]=[CH:24][C:23]([C:26]2[CH:31]=[CH:30][C:29](O)=[CH:28][CH:27]=2)=[CH:22][CH:21]=1.C1CCC(N=C=NC2CCCCC2)CC1.